Dataset: Reaction yield outcomes from USPTO patents with 853,638 reactions. Task: Predict the reaction yield, written as a fraction of the theoretical maximum amount of product (1.0 means a 100% yield; for example, 0.34 means a 34% yield). (1) The reactants are [C:1]([O:5][C:6]([N:8]([CH3:15])[CH2:9][CH2:10][C:11](OC)=[O:12])=[O:7])([CH3:4])([CH3:3])[CH3:2].O.[NH2:17][NH2:18]. The catalyst is CCO. The product is [NH:17]([C:11](=[O:12])[CH2:10][CH2:9][N:8]([CH3:15])[C:6](=[O:7])[O:5][C:1]([CH3:4])([CH3:3])[CH3:2])[NH2:18]. The yield is 0.980. (2) The reactants are [CH2:1]([O:8][C:9]([CH2:11][C@H:12]1[CH2:17][CH2:16][C@H:15]([OH:18])[CH2:14][CH2:13]1)=[O:10])[C:2]1[CH:7]=[CH:6][CH:5]=[CH:4][CH:3]=1.N1C=CN=C1.[Si:24](Cl)([C:27]([CH3:30])([CH3:29])[CH3:28])([CH3:26])[CH3:25].CCCCCC.C(OCC)(=O)C. The product is [CH2:1]([O:8][C:9]([CH2:11][C@H:12]1[CH2:13][CH2:14][C@H:15]([O:18][Si:24]([C:27]([CH3:30])([CH3:29])[CH3:28])([CH3:26])[CH3:25])[CH2:16][CH2:17]1)=[O:10])[C:2]1[CH:7]=[CH:6][CH:5]=[CH:4][CH:3]=1. The yield is 0.920. The catalyst is CN(C)C=O.O.CCCCCC. (3) The product is [F:1][C:2]1[CH:7]=[CH:6][CH:5]=[CH:4][C:3]=1[C:8]1[C:12]([C:13]2[CH:18]=[CH:17][N:16]=[C:15]([NH:19][CH2:20][C:21]([F:24])([F:22])[F:23])[CH:14]=2)=[CH:11][N:10]([C:25]2[CH2:30][CH2:29][C:28](=[O:31])[NH:27][N:26]=2)[N:9]=1. The reactants are [F:1][C:2]1[CH:7]=[CH:6][CH:5]=[CH:4][C:3]=1[C:8]1[C:12]([C:13]2[CH:18]=[CH:17][N:16]=[C:15]([NH:19][CH2:20][C:21]([F:24])([F:23])[F:22])[CH:14]=2)=[CH:11][N:10]([C:25]2[CH:30]=[CH:29][C:28](=[O:31])[NH:27][N:26]=2)[N:9]=1.NC1C=C(C2C(C3C=CC=CC=3)=NN(C3C=CC(=O)NN=3)C=2)C=CN=1. The yield is 0.640. No catalyst specified.